From a dataset of Catalyst prediction with 721,799 reactions and 888 catalyst types from USPTO. Predict which catalyst facilitates the given reaction. (1) Reactant: [F:1][C:2]([F:18])([F:17])[CH2:3][O:4][C:5]1[CH:14]=[CH:13][C:12]2[C:7](=[CH:8][CH:9]=[CH:10][CH:11]=2)[C:6]=1[CH2:15]O.S(Cl)([Cl:21])=O.C([O-])(O)=O.[Na+]. Product: [Cl:21][CH2:15][C:6]1[C:7]2[C:12](=[CH:11][CH:10]=[CH:9][CH:8]=2)[CH:13]=[CH:14][C:5]=1[O:4][CH2:3][C:2]([F:18])([F:17])[F:1]. The catalyst class is: 2. (2) Reactant: [CH2:1]([N:8]1[C:13]([CH:15]([OH:17])[CH3:16])([CH3:14])[CH2:12][O:11][C:10]([CH3:19])([CH3:18])[C:9]1=O)[C:2]1[CH:7]=[CH:6][CH:5]=[CH:4][CH:3]=1.CO. Product: [CH2:1]([N:8]1[CH2:9][C:10]([CH3:18])([CH3:19])[O:11][CH2:12][C:13]1([CH:15]([OH:17])[CH3:16])[CH3:14])[C:2]1[CH:3]=[CH:4][CH:5]=[CH:6][CH:7]=1. The catalyst class is: 7.